From a dataset of Aqueous solubility values for 9,982 compounds from the AqSolDB database. Regression/Classification. Given a drug SMILES string, predict its absorption, distribution, metabolism, or excretion properties. Task type varies by dataset: regression for continuous measurements (e.g., permeability, clearance, half-life) or binary classification for categorical outcomes (e.g., BBB penetration, CYP inhibition). For this dataset (solubility_aqsoldb), we predict Y. (1) The drug is Nc1nccs1. The Y is -0.360 log mol/L. (2) The compound is CCCCC(=O)N(C)c1ccc(S(=O)(=O)N(C)C)cc1. The Y is -2.85 log mol/L. (3) The molecule is CCCOC(=O)n1c(-c2cscn2)nc2ccccc21. The Y is -3.52 log mol/L. (4) The compound is CCOC(=O)N(c1ccccc1)c1ccccc1. The Y is -3.97 log mol/L. (5) The compound is CCC(CC)C(=O)O. The Y is -0.810 log mol/L. (6) The molecule is II. The Y is -2.89 log mol/L. (7) The Y is -1.82 log mol/L. The molecule is NS(=O)(=O)c1ccc(Nc2ccnc(NS(=O)(=O)c3cccc(C(F)(F)F)c3)n2)cc1. (8) The molecule is CCOc1ccc([Si](C)(C)CCCc2ccc(F)c(Oc3ccccc3)c2)cc1. The Y is -8.61 log mol/L. (9) The compound is O=C(O)c1cccc2cccnc12. The Y is -1.74 log mol/L.